Dataset: Catalyst prediction with 721,799 reactions and 888 catalyst types from USPTO. Task: Predict which catalyst facilitates the given reaction. (1) Reactant: Br[C:2]1[C:3]([C:13]([O:15][CH3:16])=[O:14])=[N:4][O:5][C:6]=1[C:7]1[CH:12]=[CH:11][CH:10]=[CH:9][CH:8]=1.C([Sn](CCCC)(CCCC)[C:22]([O:24]CC)=[CH2:23])CCC.Cl.[F-].[K+]. Product: [C:22]([C:2]1[C:3]([C:13]([O:15][CH3:16])=[O:14])=[N:4][O:5][C:6]=1[C:7]1[CH:12]=[CH:11][CH:10]=[CH:9][CH:8]=1)(=[O:24])[CH3:23]. The catalyst class is: 872. (2) Reactant: [C:1]1(=[O:7])[O:6][C:4](=[O:5])[CH:3]=[CH:2]1.[CH2:8]([CH:12]1[CH2:17][CH:16]2[CH2:18][CH:13]1[CH:14]=[CH:15]2)[CH2:9][CH2:10][CH3:11].CC(N=NC(C#N)(C)C)(C#N)C. Product: [C:4]1(=[O:5])[O:6][C:1](=[O:7])[CH:2]=[CH:3]1.[CH2:8]([CH:12]1[CH2:17][CH:16]2[CH2:18][CH:13]1[CH:14]=[CH:15]2)[CH2:9][CH2:10][CH3:11]. The catalyst class is: 1. (3) Reactant: [OH:1][C:2]1[CH:11]=[CH:10][C:5]([C:6]([O:8][CH3:9])=[O:7])=[CH:4][CH:3]=1.C([O-])([O-])=O.[K+].[K+].I[CH2:19][CH2:20][CH2:21]/[CH:22]=[CH:23]\[CH2:24][CH2:25][CH2:26][CH2:27][CH2:28][CH3:29]. Product: [CH2:19]([O:1][C:2]1[CH:3]=[CH:4][C:5]([C:6]([O:8][CH3:9])=[O:7])=[CH:10][CH:11]=1)[CH2:20][CH2:21]/[CH:22]=[CH:23]\[CH2:24][CH2:25][CH2:26][CH2:27][CH2:28][CH3:29]. The catalyst class is: 3. (4) Reactant: C([O-])(=O)C.[O:5]=[C:6]1[C@H:9]([NH3+:10])[CH2:8][NH:7]1.CCN(C(C)C)C(C)C.[CH:20]1([CH2:26][CH2:27][CH2:28][CH2:29][O:30][C:31](N2C=CC=CC2=O)=[O:32])[CH2:25][CH2:24][CH2:23][CH2:22][CH2:21]1. Product: [CH:20]1([CH2:26][CH2:27][CH2:28][CH2:29][O:30][C:31](=[O:32])[NH:10][C@@H:9]2[CH2:8][NH:7][C:6]2=[O:5])[CH2:25][CH2:24][CH2:23][CH2:22][CH2:21]1. The catalyst class is: 2. (5) Reactant: C([O-])([O-])=O.[Na+].[Na+].[C:7]([NH:24][C@H:25]([C:31]([OH:33])=[O:32])[CH2:26][CH2:27][CH2:28][CH2:29][NH2:30])([O:9][CH2:10][CH:11]1[C:23]2[C:18](=[CH:19][CH:20]=[CH:21][CH:22]=2)[C:17]2[C:12]1=[CH:13][CH:14]=[CH:15][CH:16]=2)=[O:8].[C:34](SCC)(=[S:36])[CH3:35]. Product: [C:7]([NH:24][C@H:25]([C:31]([OH:33])=[O:32])[CH2:26][CH2:27][CH2:28][CH2:29][NH:30][C:34](=[S:36])[CH3:35])([O:9][CH2:10][CH:11]1[C:12]2[C:17](=[CH:16][CH:15]=[CH:14][CH:13]=2)[C:18]2[C:23]1=[CH:22][CH:21]=[CH:20][CH:19]=2)=[O:8]. The catalyst class is: 88. (6) Reactant: [CH2:1]([NH:8][C:9]1[N:14]2[N:15]=[CH:16][C:17]([C:18]([NH:20][S:21]([CH3:24])(=[O:23])=[O:22])=[O:19])=[C:13]2[N:12]=[CH:11][C:10]=1[C:25]([N:27]1[CH2:32][CH2:31][C:30]2([C:40]3[C:35](=[CH:36][CH:37]=[CH:38][CH:39]=3)[C:34]([CH3:41])=[CH:33]2)[CH2:29][CH2:28]1)=[O:26])[C:2]1[CH:7]=[CH:6][CH:5]=[CH:4][CH:3]=1.C(OC(C)C)(C)C. Product: [CH2:1]([NH:8][C:9]1[N:14]2[N:15]=[CH:16][C:17]([C:18]([NH:20][S:21]([CH3:24])(=[O:23])=[O:22])=[O:19])=[C:13]2[N:12]=[CH:11][C:10]=1[C:25]([N:27]1[CH2:28][CH2:29][C:30]2([C:40]3[C:35](=[CH:36][CH:37]=[CH:38][CH:39]=3)[CH:34]([CH3:41])[CH2:33]2)[CH2:31][CH2:32]1)=[O:26])[C:2]1[CH:3]=[CH:4][CH:5]=[CH:6][CH:7]=1. The catalyst class is: 178. (7) Reactant: [Cl:1][C:2]1[CH:7]=[C:6]([O:8][CH3:9])[C:5]([Cl:10])=[CH:4][C:3]=1[CH:11](C(OCC)=O)[C:12]([O:14]CC)=[O:13].[OH-].[Na+]. Product: [Cl:1][C:2]1[CH:7]=[C:6]([O:8][CH3:9])[C:5]([Cl:10])=[CH:4][C:3]=1[CH2:11][C:12]([OH:14])=[O:13]. The catalyst class is: 242. (8) Reactant: [C:1]([O:5][C:6](=[O:19])[NH:7][CH2:8][C:9]1[CH:14]=[C:13]([CH:15]=O)[CH:12]=[C:11]([Cl:17])[C:10]=1[F:18])([CH3:4])([CH3:3])[CH3:2].[CH3:20][N:21]([CH3:26])[CH2:22][CH2:23][NH:24][CH3:25].C(O)(=O)C.C(O[BH-](OC(=O)C)OC(=O)C)(=O)C.[Na+]. Product: [C:1]([O:5][C:6](=[O:19])[NH:7][CH2:8][C:9]1[CH:14]=[C:13]([CH2:15][N:24]([CH2:23][CH2:22][N:21]([CH3:26])[CH3:20])[CH3:25])[CH:12]=[C:11]([Cl:17])[C:10]=1[F:18])([CH3:4])([CH3:3])[CH3:2]. The catalyst class is: 1. (9) Reactant: [OH:1][C@@H:2]([CH2:25][OH:26])[CH2:3][CH2:4][O:5][C:6]1[CH:14]=[C:13]([F:15])[CH:12]=[C:11]([NH:16][C:17]2[CH:22]=[CH:21][C:20]([I:23])=[CH:19][C:18]=2[F:24])[C:7]=1[C:8]([NH2:10])=[O:9].[CH3:27][S:28](Cl)(=[O:30])=[O:29].N1C(C)=CC(C)=CC=1C. Product: [C:8]([C:7]1[C:11]([NH:16][C:17]2[CH:22]=[CH:21][C:20]([I:23])=[CH:19][C:18]=2[F:24])=[CH:12][C:13]([F:15])=[CH:14][C:6]=1[O:5][CH2:4][CH2:3][C@@H:2]([OH:1])[CH2:25][O:26][S:28]([CH3:27])(=[O:30])=[O:29])(=[O:9])[NH2:10]. The catalyst class is: 37. (10) Reactant: C([O:3][P:4]([CH2:9][CH2:10][N:11]([C:37](=[O:39])[CH3:38])[CH2:12][C:13]([CH3:36])=[CH:14][CH2:15][C:16]1[C:17]([O:29]CC[Si](C)(C)C)=[C:18]2[C:22](=[C:23]([CH3:27])[C:24]=1[O:25][CH3:26])[CH2:21][O:20][C:19]2=[O:28])(=[O:8])[O:5]CC)C.C[Si](Br)(C)C.N1C(C)=CC=CC=1C. Product: [C:37]([N:11]([CH2:12][C:13]([CH3:36])=[CH:14][CH2:15][C:16]1[C:17]([OH:29])=[C:18]2[C:22](=[C:23]([CH3:27])[C:24]=1[O:25][CH3:26])[CH2:21][O:20][C:19]2=[O:28])[CH2:10][CH2:9][P:4](=[O:3])([OH:5])[OH:8])(=[O:39])[CH3:38]. The catalyst class is: 10.